This data is from Peptide-MHC class II binding affinity with 134,281 pairs from IEDB. The task is: Regression. Given a peptide amino acid sequence and an MHC pseudo amino acid sequence, predict their binding affinity value. This is MHC class II binding data. The MHC is DRB4_0101 with pseudo-sequence DRB4_0103. The peptide sequence is TPTNASHIQSAVVCG. The binding affinity (normalized) is 0.129.